Task: Predict the product of the given reaction.. Dataset: Forward reaction prediction with 1.9M reactions from USPTO patents (1976-2016) (1) Given the reactants C([O:8][N:9]1[C:14]2[N:15]=[CH:16][N:17]=[C:18]([CH3:19])[C:13]=2[C:12]([NH:20][CH2:21][C:22]2[CH:36]=[CH:35][CH:34]=[CH:33][C:23]=2[CH2:24][NH:25][C:26](=[O:32])[O:27][C:28]([CH3:31])([CH3:30])[CH3:29])=[CH:11][C:10]1=[O:37])C1C=CC=CC=1.[H][H], predict the reaction product. The product is: [OH:8][N:9]1[C:14]2[N:15]=[CH:16][N:17]=[C:18]([CH3:19])[C:13]=2[C:12]([NH:20][CH2:21][C:22]2[CH:36]=[CH:35][CH:34]=[CH:33][C:23]=2[CH2:24][NH:25][C:26](=[O:32])[O:27][C:28]([CH3:29])([CH3:30])[CH3:31])=[CH:11][C:10]1=[O:37]. (2) Given the reactants Cl[C:2]1[N:7]=[C:6]2[O:8][C:9]([C:15]3[CH:20]=[CH:19][C:18]([F:21])=[CH:17][CH:16]=3)=[C:10]([C:11](=[O:14])[NH:12][CH3:13])[C:5]2=[CH:4][C:3]=1[C:22]1[CH:23]=[C:24]([CH:32]=[CH:33][CH:34]=1)[C:25]([O:27][C:28]([CH3:31])([CH3:30])[CH3:29])=[O:26].[CH3:35]/[C:36](/[B-](F)(F)F)=[CH:37]\[CH3:38].[K+].C1(P(C2CCCCC2)C2C(C3C(OC)=CC=CC=3OC)=CC(S([O-])(=O)=O)=CC=2)CCCCC1.[Na+].C(=O)([O-])[O-].[Cs+].[Cs+], predict the reaction product. The product is: [CH3:35]/[C:36](/[C:2]1[N:7]=[C:6]2[O:8][C:9]([C:15]3[CH:20]=[CH:19][C:18]([F:21])=[CH:17][CH:16]=3)=[C:10]([C:11](=[O:14])[NH:12][CH3:13])[C:5]2=[CH:4][C:3]=1[C:22]1[CH:23]=[C:24]([CH:32]=[CH:33][CH:34]=1)[C:25]([O:27][C:28]([CH3:31])([CH3:30])[CH3:29])=[O:26])=[CH:37]\[CH3:38]. (3) The product is: [Cl:32][CH2:33][CH2:34][C:35]1[C:40](=[O:41])[N:39]2[CH2:42][CH2:43][CH2:44][CH:45]([OH:46])[C:38]2=[N:37][CH:36]=1. Given the reactants CC1N=C2N(CCCC2O)C(=O)C=1CCN1CCC(C2C3C=CC(F)=CC=3ON=2)CC1.[Cl:32][CH2:33][CH2:34][C:35]1[C:40](=[O:41])[N:39]2[CH:42]=[CH:43][CH:44]=[C:45]([O:46]CC3C=CC=CC=3)[C:38]2=[N:37][C:36]=1C, predict the reaction product. (4) Given the reactants [I-].[NH2:2][N+:3]1[CH:8]=[CH:7][CH:6]=[CH:5][C:4]=1[NH2:9].[Cl:10][CH2:11][C:12](Cl)=O.C(N(CC)CC)C, predict the reaction product. The product is: [Cl:10][CH2:11][C:12]1[N:9]=[C:4]2[CH:5]=[CH:6][CH:7]=[CH:8][N:3]2[N:2]=1. (5) Given the reactants [I:1][C:2]1[CH:8]=[C:7]([N+:9]([O-:11])=[O:10])[CH:6]=[CH:5][C:3]=1[NH2:4].[Si:12]([O:19][CH2:20][CH:21]=O)([C:15]([CH3:18])([CH3:17])[CH3:16])([CH3:14])[CH3:13].C(O)(C(F)(F)F)=O.[BH3-]C#N.[Na+], predict the reaction product. The product is: [C:15]([Si:12]([CH3:14])([CH3:13])[O:19][CH2:20][CH2:21][NH:4][C:3]1[CH:5]=[CH:6][C:7]([N+:9]([O-:11])=[O:10])=[CH:8][C:2]=1[I:1])([CH3:18])([CH3:17])[CH3:16]. (6) Given the reactants [CH:1]1([C:4]([NH:6][NH:7][C:8]([C:10]2[CH:11]=[C:12]3[C:16](=[CH:17][CH:18]=2)[N:15]([S:19]([C:22]2[CH:28]=[CH:27][C:25]([CH3:26])=[CH:24][CH:23]=2)(=[O:21])=[O:20])[CH:14]=[C:13]3[I:29])=[O:9])=O)[CH2:3][CH2:2]1.O=P(Cl)(Cl)Cl, predict the reaction product. The product is: [CH:1]1([C:4]2[O:9][C:8]([C:10]3[CH:11]=[C:12]4[C:16](=[CH:17][CH:18]=3)[N:15]([S:19]([C:22]3[CH:28]=[CH:27][C:25]([CH3:26])=[CH:24][CH:23]=3)(=[O:20])=[O:21])[CH:14]=[C:13]4[I:29])=[N:7][N:6]=2)[CH2:2][CH2:3]1.